Dataset: Full USPTO retrosynthesis dataset with 1.9M reactions from patents (1976-2016). Task: Predict the reactants needed to synthesize the given product. (1) Given the product [CH:20]([O:19][CH2:18][CH2:17][N:6]1[CH:7]=[CH:8][C:4]([N+:1]([O-:3])=[O:2])=[N:5]1)([CH3:22])[CH3:21], predict the reactants needed to synthesize it. The reactants are: [N+:1]([C:4]1[CH:8]=[CH:7][NH:6][N:5]=1)([O-:3])=[O:2].CN(C)C=O.[H-].[Na+].I[CH2:17][CH2:18][O:19][CH:20]([CH3:22])[CH3:21]. (2) Given the product [CH:28]([C:31]1[N:36]=[CH:35][C:34]([CH2:37][C:38]2[C:46]3[C:41](=[N:42][CH:43]=[CH:44][CH:45]=3)[NH:40][CH:39]=2)=[CH:33][CH:32]=1)([CH3:30])[CH3:29], predict the reactants needed to synthesize it. The reactants are: ClC1N=CC(CC2C3C(=NC=CC=3)N([Si](C(C)C)(C(C)C)C(C)C)C=2)=CC=1.[CH:28]([C:31]1[N:36]=[CH:35][C:34]([CH2:37][C:38]2[C:46]3[C:41](=[N:42][CH:43]=[CH:44][CH:45]=3)[N:40]([Si](C(C)C)(C(C)C)C(C)C)[CH:39]=2)=[CH:33][CH:32]=1)([CH3:30])[CH3:29].